Dataset: Reaction yield outcomes from USPTO patents with 853,638 reactions. Task: Predict the reaction yield, written as a fraction of the theoretical maximum amount of product (1.0 means a 100% yield; for example, 0.34 means a 34% yield). (1) The reactants are [Cl-].[Cl-].[Cl-].[Al+3].[C:5](Cl)(=[O:10])[CH2:6][CH:7]([CH3:9])[CH3:8].O.[C:13]1([CH3:19])[CH:18]=[CH:17][CH:16]=[CH:15][CH:14]=1. No catalyst specified. The product is [CH3:8][CH:7]([CH3:9])[CH2:6][C:5]([C:16]1[CH:17]=[CH:18][C:13]([CH3:19])=[CH:14][CH:15]=1)=[O:10]. The yield is 0.970. (2) The reactants are [Si:1]([O:8][CH2:9][C:10]1[N:11]([CH3:29])[C:12]2[C:17]([CH:18]=1)=[CH:16][C:15]([CH:19]=[O:20])=[C:14]([NH:21][C:22](=[O:28])[O:23][C:24]([CH3:27])([CH3:26])[CH3:25])[CH:13]=2)([C:4]([CH3:7])([CH3:6])[CH3:5])([CH3:3])[CH3:2].[H-].[Na+].[CH2:32](I)[CH:33]=[CH2:34]. The catalyst is O. The product is [CH2:34]([N:21]([C:14]1[CH:13]=[C:12]2[C:17]([CH:18]=[C:10]([CH2:9][O:8][Si:1]([C:4]([CH3:7])([CH3:6])[CH3:5])([CH3:3])[CH3:2])[N:11]2[CH3:29])=[CH:16][C:15]=1[CH:19]=[O:20])[C:22](=[O:28])[O:23][C:24]([CH3:27])([CH3:26])[CH3:25])[CH:33]=[CH2:32]. The yield is 0.900.